From a dataset of Catalyst prediction with 721,799 reactions and 888 catalyst types from USPTO. Predict which catalyst facilitates the given reaction. (1) Reactant: [C:1]([O:5][C:6]([N:8]1[CH2:13][CH:12]=[C:11]([C:14]2[CH:23]=[CH:22][C:21]3[C:16](=[CH:17][CH:18]=[C:19]([Cl:36])[C:20]=3[C:24](=[O:35])[NH:25][CH2:26][CH:27]3[CH2:32][CH2:31][C:30]([F:34])([F:33])[CH2:29][CH2:28]3)[N:15]=2)[CH2:10][CH2:9]1)=[O:7])([CH3:4])([CH3:3])[CH3:2].C([SiH](CC)CC)C. Product: [C:1]([O:5][C:6]([N:8]1[CH2:13][CH2:12][CH:11]([C:14]2[CH:23]=[CH:22][C:21]3[C:16](=[CH:17][CH:18]=[C:19]([Cl:36])[C:20]=3[C:24](=[O:35])[NH:25][CH2:26][CH:27]3[CH2:28][CH2:29][C:30]([F:34])([F:33])[CH2:31][CH2:32]3)[N:15]=2)[CH2:10][CH2:9]1)=[O:7])([CH3:4])([CH3:2])[CH3:3]. The catalyst class is: 45. (2) Reactant: [CH2:1]([NH:8][CH2:9][C:10]1[CH:15]=[CH:14][CH:13]=[CH:12][CH:11]=1)[C:2]1[CH:7]=[CH:6][CH:5]=[CH:4][CH:3]=1.[Li]CCCC.N#N.F[C:24]1[CH:32]=[CH:31][CH:30]=[CH:29][C:25]=1[C:26]([OH:28])=[O:27]. Product: [CH2:9]([N:8]([CH2:1][C:2]1[CH:7]=[CH:6][CH:5]=[CH:4][CH:3]=1)[C:24]1[CH:32]=[CH:31][CH:30]=[CH:29][C:25]=1[C:26]([OH:28])=[O:27])[C:10]1[CH:15]=[CH:14][CH:13]=[CH:12][CH:11]=1. The catalyst class is: 1.